This data is from Retrosynthesis with 50K atom-mapped reactions and 10 reaction types from USPTO. The task is: Predict the reactants needed to synthesize the given product. (1) The reactants are: Cc1cc(C(=O)O)ncc1C(c1cc(F)ccc1F)S(=O)(=O)c1ccc(F)cc1.OC1CCNCC1. Given the product Cc1cc(C(=O)N2CCC(O)CC2)ncc1C(c1cc(F)ccc1F)S(=O)(=O)c1ccc(F)cc1, predict the reactants needed to synthesize it. (2) Given the product CNC(=O)c1ccc(-c2ccc3ncnc(OC(C)C)c3c2)cc1, predict the reactants needed to synthesize it. The reactants are: CC(C)Oc1ncnc2ccc(Br)cc12.CNC(=O)c1ccc(B(O)O)cc1. (3) Given the product OCCC[C@H]1CC[C@H](c2cccc(F)c2F)CC1, predict the reactants needed to synthesize it. The reactants are: COC(=O)CC[C@H]1CC[C@H](c2cccc(F)c2F)CC1. (4) Given the product COC(=O)C=C1c2ccccc2C=C(OC)c2sccc21, predict the reactants needed to synthesize it. The reactants are: C=[N+]=[N-].COC1=Cc2ccccc2C(=CC(=O)O)c2ccsc21.